Task: Predict the reaction yield, written as a fraction of the theoretical maximum amount of product (1.0 means a 100% yield; for example, 0.34 means a 34% yield).. Dataset: Reaction yield outcomes from USPTO patents with 853,638 reactions (1) The reactants are N1C=CC=CC=1.[CH2:7]([O:14][N:15]1[C:21](=[O:22])[N:20]2[CH2:23][C@H:16]1[CH2:17][CH2:18][C@H:19]2[C:24]([NH:26][NH:27][C:28](=O)[CH2:29][C:30]1([NH:33][C:34](=[O:40])[O:35][C:36]([CH3:39])([CH3:38])[CH3:37])[CH2:32][CH2:31]1)=[O:25])[C:8]1[CH:13]=[CH:12][CH:11]=[CH:10][CH:9]=1.O(S(C(F)(F)F)(=O)=O)S(C(F)(F)F)(=O)=O.C([O-])(O)=O.[Na+]. The product is [CH2:7]([O:14][N:15]1[C:21](=[O:22])[N:20]2[CH2:23][C@H:16]1[CH2:17][CH2:18][C@H:19]2[C:24]1[O:25][C:28]([CH2:29][C:30]2([NH:33][C:34](=[O:40])[O:35][C:36]([CH3:37])([CH3:38])[CH3:39])[CH2:32][CH2:31]2)=[N:27][N:26]=1)[C:8]1[CH:13]=[CH:12][CH:11]=[CH:10][CH:9]=1. The yield is 0.650. The catalyst is C(Cl)Cl. (2) The reactants are [C:1]([C:5]1[CH:6]=[C:7]([C:20]([O:22]CC)=[O:21])[N:8]([CH2:10][C:11]2[C:16]([CH3:17])=[CH:15][C:14]([CH3:18])=[CH:13][C:12]=2[CH3:19])[N:9]=1)([CH3:4])([CH3:3])[CH3:2].[OH-].[Na+].C1COCC1.Cl. The catalyst is O. The product is [C:1]([C:5]1[CH:6]=[C:7]([C:20]([OH:22])=[O:21])[N:8]([CH2:10][C:11]2[C:16]([CH3:17])=[CH:15][C:14]([CH3:18])=[CH:13][C:12]=2[CH3:19])[N:9]=1)([CH3:4])([CH3:2])[CH3:3]. The yield is 0.960. (3) The reactants are FC(F)(F)C(O)=O.C1(OC)C=CC=CC=1.C([O:23][C:24]1[CH:25]=[N:26][C:27]([N:30]2[C:35](=[O:36])[C:34]([CH2:37][C:38]3[CH:43]=[CH:42][C:41]([Br:44])=[CH:40][CH:39]=3)=[C:33]([CH2:45][CH2:46][CH2:47][CH3:48])[N:32]=[C:31]2[CH3:49])=[N:28][CH:29]=1)C1C=CC=CC=1.O. The catalyst is C(Cl)(Cl)Cl.CO. The product is [Br:44][C:41]1[CH:40]=[CH:39][C:38]([CH2:37][C:34]2[C:35](=[O:36])[N:30]([C:27]3[N:26]=[CH:25][C:24]([OH:23])=[CH:29][N:28]=3)[C:31]([CH3:49])=[N:32][C:33]=2[CH2:45][CH2:46][CH2:47][CH3:48])=[CH:43][CH:42]=1. The yield is 0.850. (4) The reactants are [Br:1][C:2](=[CH2:8])[CH2:3][Si](C)(C)C.[F:9][C:10]([F:19])([F:18])[C:11](=[O:17])[C:12]([O:14][CH2:15][CH3:16])=[O:13]. The catalyst is ClCCl.[Ti](Cl)(Cl)(Cl)Cl. The product is [CH2:15]([O:14][C:12](=[O:13])[C:11]([OH:17])([C:10]([F:9])([F:18])[F:19])[CH2:3][C:2]([Br:1])=[CH2:8])[CH3:16]. The yield is 0.760. (5) The reactants are [CH3:1][C:2]1[CH:3]=[C:4]([NH:17][C:18](=[O:24])[O:19][C:20]([CH3:23])([CH3:22])[CH3:21])[CH:5]=[C:6]([C:8]2[CH:13]=[CH:12][N:11]=[CH:10][C:9]=2[N+:14]([O-])=O)[CH:7]=1. The catalyst is CCO.CCOC(C)=O.[Pd]. The product is [NH2:14][C:9]1[CH:10]=[N:11][CH:12]=[CH:13][C:8]=1[C:6]1[CH:5]=[C:4]([NH:17][C:18](=[O:24])[O:19][C:20]([CH3:22])([CH3:21])[CH3:23])[CH:3]=[C:2]([CH3:1])[CH:7]=1. The yield is 1.11. (6) The reactants are [NH:1]([C:3]1[CH:4]=[C:5]([CH:9]=[CH:10][C:11]=1[CH3:12])[C:6]([OH:8])=[O:7])[NH2:2].[CH3:13][CH:14]([CH3:18])C(O)=O.[CH:19](=O)[CH2:20]C=O.Cl.[OH-].[Na+]. The catalyst is CCO. The product is [CH2:19]([O:7][C:6](=[O:8])[C:5]1[CH:9]=[CH:10][C:11]([CH3:12])=[C:3]([N:1]2[CH:18]=[CH:14][CH:13]=[N:2]2)[CH:4]=1)[CH3:20]. The yield is 0.470. (7) The reactants are [Br-].[N+:2]([C:5]1[CH:18]=[CH:17][C:8]([CH2:9][N:10]2[CH:15]=[CH:14][CH:13]=[CH:12][C:11]2=[NH2+:16])=[CH:7][CH:6]=1)([O-:4])=[O:3].CN1CCCC1=O.[F:26][C:27]([F:38])([F:37])[C:28](O[C:28](=O)[C:27]([F:38])([F:37])[F:26])=O.C(N(CC)CC)C. The catalyst is [OH-].[Na+]. The product is [N+:2]([C:5]1[CH:6]=[CH:7][C:8]([C:9]2[N:10]3[CH:15]=[CH:14][CH:13]=[CH:12][C:11]3=[N:16][C:28]=2[C:27]([F:38])([F:37])[F:26])=[CH:17][CH:18]=1)([O-:4])=[O:3]. The yield is 0.740. (8) The reactants are [CH3:1][N:2]1[C@H:14]2[C@H:5]([CH2:6][CH2:7][C:8]3[CH:9]=[CH:10][N:11]=[CH:12][C:13]=32)[CH2:4][CH2:3]1.[I:15][CH2:16][CH2:17][CH2:18][CH2:19][CH2:20][CH2:21][CH2:22][CH2:23][CH2:24][CH2:25][CH3:26].[CH3:27]C(O)=O. The yield is 0.660. The product is [I-:15].[CH2:26]([N+:11]1[CH:10]=[CH:9][C:8]2[CH2:7][CH2:6][C@@H:5]3[CH2:4][CH2:3][N:2]([CH3:1])[C@@H:14]3[C:13]=2[CH:12]=1)[CH2:25][CH2:24][CH2:23][CH2:22][CH2:21][CH2:20][CH2:19][CH2:18][CH2:17][CH2:16][CH3:27]. No catalyst specified. (9) The reactants are Br[C:2]1[CH:3]=[C:4]([N+:23]([O-:25])=[O:24])[C:5]2[N:9]=[C:8]([CH3:10])[N:7]([CH2:11][C:12]3[C:21]4[C:16](=[CH:17][CH:18]=[CH:19][CH:20]=4)[CH:15]=[CH:14][CH:13]=3)[C:6]=2[CH:22]=1.[NH:26]1[CH2:31][CH2:30][O:29][CH2:28][CH2:27]1.C([O-])([O-])=O.[Cs+].[Cs+].CC(C1C=C(C(C)C)C(C2C=CC=CC=2P(C2CCCCC2)C2CCCCC2)=C(C(C)C)C=1)C. The catalyst is O1CCOCC1.C1C=CC(/C=C/C(/C=C/C2C=CC=CC=2)=O)=CC=1.C1C=CC(/C=C/C(/C=C/C2C=CC=CC=2)=O)=CC=1.C1C=CC(/C=C/C(/C=C/C2C=CC=CC=2)=O)=CC=1.[Pd].[Pd]. The product is [CH3:10][C:8]1[N:7]([CH2:11][C:12]2[C:21]3[C:16](=[CH:17][CH:18]=[CH:19][CH:20]=3)[CH:15]=[CH:14][CH:13]=2)[C:6]2[CH:22]=[C:2]([N:26]3[CH2:31][CH2:30][O:29][CH2:28][CH2:27]3)[CH:3]=[C:4]([N+:23]([O-:25])=[O:24])[C:5]=2[N:9]=1. The yield is 0.600.